From a dataset of Forward reaction prediction with 1.9M reactions from USPTO patents (1976-2016). Predict the product of the given reaction. (1) Given the reactants [NH:1]1[C:7]2[CH:8]=[CH:9][CH:10]=[CH:11][C:6]=2[CH:5]=[C:4]([C:12]([NH2:14])=[O:13])[CH2:3][CH2:2]1.O, predict the reaction product. The product is: [CH2:3]([N:1]1[C:7]2[CH:8]=[CH:9][CH:10]=[CH:11][C:6]=2[CH:5]=[C:4]([C:12]([NH2:14])=[O:13])[CH2:3][CH2:2]1)[CH:4]([CH3:12])[CH3:5]. (2) Given the reactants [OH-].[Na+].C[O:4][C:5]([C:7]1[S:8][C:9]([Br:15])=[CH:10][C:11]=1[N+:12]([O-:14])=[O:13])=[O:6], predict the reaction product. The product is: [Br:15][C:9]1[S:8][C:7]([C:5]([OH:6])=[O:4])=[C:11]([N+:12]([O-:14])=[O:13])[CH:10]=1.